Dataset: NCI-60 drug combinations with 297,098 pairs across 59 cell lines. Task: Regression. Given two drug SMILES strings and cell line genomic features, predict the synergy score measuring deviation from expected non-interaction effect. (1) Drug 1: C1CCC(C(C1)N)N.C(=O)(C(=O)[O-])[O-].[Pt+4]. Drug 2: N.N.Cl[Pt+2]Cl. Cell line: BT-549. Synergy scores: CSS=25.8, Synergy_ZIP=-3.37, Synergy_Bliss=-1.96, Synergy_Loewe=-0.814, Synergy_HSA=1.12. (2) Drug 1: CC1C(C(=O)NC(C(=O)N2CCCC2C(=O)N(CC(=O)N(C(C(=O)O1)C(C)C)C)C)C(C)C)NC(=O)C3=C4C(=C(C=C3)C)OC5=C(C(=O)C(=C(C5=N4)C(=O)NC6C(OC(=O)C(N(C(=O)CN(C(=O)C7CCCN7C(=O)C(NC6=O)C(C)C)C)C)C(C)C)C)N)C. Drug 2: C1CN1C2=NC(=NC(=N2)N3CC3)N4CC4. Cell line: K-562. Synergy scores: CSS=46.2, Synergy_ZIP=0.992, Synergy_Bliss=0.422, Synergy_Loewe=-3.07, Synergy_HSA=-1.75. (3) Drug 1: CN(C)N=NC1=C(NC=N1)C(=O)N. Drug 2: CC1=C(C(=CC=C1)Cl)NC(=O)C2=CN=C(S2)NC3=CC(=NC(=N3)C)N4CCN(CC4)CCO. Cell line: A498. Synergy scores: CSS=11.4, Synergy_ZIP=-3.12, Synergy_Bliss=0.957, Synergy_Loewe=-5.46, Synergy_HSA=0.263. (4) Drug 1: CC12CCC(CC1=CCC3C2CCC4(C3CC=C4C5=CN=CC=C5)C)O. Drug 2: COC1=NC(=NC2=C1N=CN2C3C(C(C(O3)CO)O)O)N. Cell line: UO-31. Synergy scores: CSS=1.65, Synergy_ZIP=0.397, Synergy_Bliss=-9.70, Synergy_Loewe=-22.4, Synergy_HSA=-8.69. (5) Drug 1: C1=CC(=CC=C1CC(C(=O)O)N)N(CCCl)CCCl.Cl. Drug 2: C1CC(C1)(C(=O)O)C(=O)O.[NH2-].[NH2-].[Pt+2]. Cell line: 786-0. Synergy scores: CSS=54.8, Synergy_ZIP=-3.13, Synergy_Bliss=3.50, Synergy_Loewe=2.42, Synergy_HSA=3.92. (6) Drug 1: CS(=O)(=O)CCNCC1=CC=C(O1)C2=CC3=C(C=C2)N=CN=C3NC4=CC(=C(C=C4)OCC5=CC(=CC=C5)F)Cl. Drug 2: CC1=C(C(=O)C2=C(C1=O)N3CC4C(C3(C2COC(=O)N)OC)N4)N. Cell line: SR. Synergy scores: CSS=57.2, Synergy_ZIP=-0.439, Synergy_Bliss=-1.60, Synergy_Loewe=-28.7, Synergy_HSA=-2.06.